From a dataset of Reaction yield outcomes from USPTO patents with 853,638 reactions. Predict the reaction yield, written as a fraction of the theoretical maximum amount of product (1.0 means a 100% yield; for example, 0.34 means a 34% yield). (1) The reactants are [Cl:1][C:2]1[CH:7]=[CH:6][C:5]([O:8][C:9]2[CH:16]=[CH:15][C:14]([CH:17]=[O:18])=[CH:13][C:10]=2[C:11]#[N:12])=[CH:4][C:3]=1[C:19]([F:22])([F:21])[F:20].[BH4-].[Na+]. The catalyst is C(O)C. The product is [Cl:1][C:2]1[CH:7]=[CH:6][C:5]([O:8][C:9]2[CH:16]=[CH:15][C:14]([CH2:17][OH:18])=[CH:13][C:10]=2[C:11]#[N:12])=[CH:4][C:3]=1[C:19]([F:20])([F:21])[F:22]. The yield is 0.890. (2) The reactants are [CH2:1]([C:3]1[NH:4][C:5](=[O:27])[C:6]([CH2:12][C:13]2[CH:18]=[CH:17][C:16]([C:19]3[C:20]([C:25]#[N:26])=[CH:21][CH:22]=[CH:23][CH:24]=3)=[CH:15][CH:14]=2)=[C:7]([CH2:9][CH2:10][CH3:11])[N:8]=1)[CH3:2].[O:28]1[CH2:33][CH2:32][CH:31]([O:34][C:35]2[N:40]=[CH:39][C:38](B(O)O)=[CH:37][CH:36]=2)[CH2:30][CH2:29]1.N1C=CC=CC=1.C(N(CC)CC)C. The catalyst is C([O-])(=O)C.[Cu+2].C([O-])(=O)C.C(OCC)(=O)C.C(Cl)Cl. The product is [CH2:1]([C:3]1[N:4]([C:38]2[CH:39]=[N:40][C:35]([O:34][CH:31]3[CH2:32][CH2:33][O:28][CH2:29][CH2:30]3)=[CH:36][CH:37]=2)[C:5](=[O:27])[C:6]([CH2:12][C:13]2[CH:18]=[CH:17][C:16]([C:19]3[C:20]([C:25]#[N:26])=[CH:21][CH:22]=[CH:23][CH:24]=3)=[CH:15][CH:14]=2)=[C:7]([CH2:9][CH2:10][CH3:11])[N:8]=1)[CH3:2]. The yield is 0.260. (3) The reactants are [CH3:1][N:2]1[CH2:7][CH2:6][NH:5][CH2:4][CH2:3]1.[Br:8][C:9]1[CH:10]=[C:11]([CH:14]=[CH:15][C:16]=1[N+:17]([O-:19])=[O:18])[CH:12]=O.C(O)(=O)C.C(O[BH-](OC(=O)C)OC(=O)C)(=O)C.[Na+]. The catalyst is C1(C)C=CC=CC=1. The product is [Br:8][C:9]1[CH:10]=[C:11]([CH2:12][N:5]2[CH2:6][CH2:7][N:2]([CH3:1])[CH2:3][CH2:4]2)[CH:14]=[CH:15][C:16]=1[N+:17]([O-:19])=[O:18]. The yield is 0.880. (4) The reactants are Cl[C:2]1[N:10]=[C:9]([C:11]([F:14])([F:13])[F:12])[N:8]=[C:7]2[C:3]=1[N:4]=[CH:5][N:6]2[CH2:15][C:16]1[CH:21]=[CH:20][CH:19]=[CH:18][C:17]=1[F:22].[NH2:23][CH:24]1[CH2:26][CH2:25]1. The catalyst is CCO. The product is [CH:24]1([NH:23][C:2]2[N:10]=[C:9]([C:11]([F:14])([F:13])[F:12])[N:8]=[C:7]3[C:3]=2[N:4]=[CH:5][N:6]3[CH2:15][C:16]2[CH:21]=[CH:20][CH:19]=[CH:18][C:17]=2[F:22])[CH2:26][CH2:25]1. The yield is 0.970. (5) No catalyst specified. The yield is 0.880. The reactants are [CH2:1]([S:5][C:6]1[N:14]=[C:13]2[C:9]([N:10]=[CH:11][N:12]2[C@@H:15]2[O:27][C@H:26]([CH2:28][O:29]C(=O)C)[C@@H:21]([O:22]C(=O)C)[C@H:16]2[O:17]C(=O)C)=[C:8](Cl)[N:7]=1)[CH2:2][CH2:3][CH3:4].[CH:34]1([NH2:40])[CH2:39][CH2:38][CH2:37][CH2:36][CH2:35]1. The product is [CH2:1]([S:5][C:6]1[N:14]=[C:13]2[C:9]([N:10]=[CH:11][N:12]2[C@@H:15]2[O:27][C@H:26]([CH2:28][OH:29])[C@@H:21]([OH:22])[C@H:16]2[OH:17])=[C:8]([NH:40][CH:34]2[CH2:39][CH2:38][CH2:37][CH2:36][CH2:35]2)[N:7]=1)[CH2:2][CH2:3][CH3:4].